Dataset: Full USPTO retrosynthesis dataset with 1.9M reactions from patents (1976-2016). Task: Predict the reactants needed to synthesize the given product. (1) Given the product [Cl:14][C:10]1[CH:9]=[C:8]([C:6]2[N:5]=[C:4]([CH2:15][CH3:16])[N:3]=[C:2]([NH:17][C:18]3[CH:19]=[CH:20][C:21]([CH2:24][C:25]([NH2:27])=[O:26])=[CH:22][CH:23]=3)[CH:7]=2)[CH:13]=[CH:12][CH:11]=1, predict the reactants needed to synthesize it. The reactants are: Cl[C:2]1[CH:7]=[C:6]([C:8]2[CH:13]=[CH:12][CH:11]=[C:10]([Cl:14])[CH:9]=2)[N:5]=[C:4]([CH2:15][CH3:16])[N:3]=1.[NH2:17][C:18]1[CH:23]=[CH:22][C:21]([CH2:24][C:25]([NH2:27])=[O:26])=[CH:20][CH:19]=1.Cl.C([O-])(O)=O.[Na+]. (2) Given the product [CH3:12][C:11]([C:9]1[CH:8]=[CH:7][N:6]2[C:2]([Sn:31]([CH2:32][CH2:33][CH2:34][CH3:35])([CH2:36][CH2:37][CH2:38][CH3:39])[CH2:27][CH2:28][CH2:29][CH3:30])=[CH:3][N:4]=[C:5]2[N:10]=1)([O:13][Si:14]([CH2:19][CH3:20])([CH2:17][CH3:18])[CH2:15][CH3:16])[CH3:21], predict the reactants needed to synthesize it. The reactants are: Br[C:2]1[N:6]2[CH:7]=[CH:8][C:9]([C:11]([CH3:21])([O:13][Si:14]([CH2:19][CH3:20])([CH2:17][CH3:18])[CH2:15][CH3:16])[CH3:12])=[N:10][C:5]2=[N:4][CH:3]=1.C([Mg]Cl)(C)C.[CH2:27]([Sn:31](Cl)([CH2:36][CH2:37][CH2:38][CH3:39])[CH2:32][CH2:33][CH2:34][CH3:35])[CH2:28][CH2:29][CH3:30]. (3) Given the product [F:27][C:7]1[C:8]([O:13][CH3:14])=[C:9]([N+:10]([O-:12])=[O:11])[CH:2]=[CH:3][C:4]=1[C:5]#[N:6], predict the reactants needed to synthesize it. The reactants are: F[C:2]1[CH:3]=[C:4]([CH:7]=[C:8]([O:13][CH3:14])[C:9]=1[N+:10]([O-:12])=[O:11])[C:5]#[N:6].BrC1C=CC([N+]([O-])=O)=C(OC)C=1[F:27]. (4) Given the product [CH3:1][CH:2]1[C:11]2[C:6](=[N:7][C:8]([O:12][CH3:13])=[CH:9][CH:10]=2)[N:5]([CH2:30][C@@H:31]2[CH2:33][O:32]2)[C:4](=[O:14])[CH2:3]1, predict the reactants needed to synthesize it. The reactants are: [CH3:1][CH:2]1[C:11]2[C:6](=[N:7][C:8]([O:12][CH3:13])=[CH:9][CH:10]=2)[NH:5][C:4](=[O:14])[CH2:3]1.[H-].[Na+].[N+](C1C=C(S(O[CH2:30][C@@H:31]2[CH2:33][O:32]2)(=O)=O)C=CC=1)([O-])=O. (5) Given the product [CH:28]([O:15][C:14](=[O:16])[C@H:3]([CH2:4][C:5]1[C:13]2[C:8](=[CH:9][CH:10]=[CH:11][CH:12]=2)[NH:7][CH:6]=1)[NH2:2])([CH3:29])[CH3:23], predict the reactants needed to synthesize it. The reactants are: Br.[NH2:2][C@H:3]([C:14]([OH:16])=[O:15])[CH2:4][C:5]1[C:13]2[C:8](=[CH:9][CH:10]=[CH:11][CH:12]=2)[NH:7][CH:6]=1.N1([C:29](=O)[C:28]2N(C)C=N[C:23]=2N(C)C1=O)C. (6) Given the product [F:14][C:3]1[C:2](/[CH:17]=[CH:16]/[C:15]([O:19][CH2:20][CH2:21][CH2:22][CH3:23])=[O:18])=[C:11]2[C:6]([CH:7]=[CH:8][C:9]([O:12][CH3:13])=[N:10]2)=[CH:5][CH:4]=1, predict the reactants needed to synthesize it. The reactants are: Br[C:2]1[C:3]([F:14])=[CH:4][CH:5]=[C:6]2[C:11]=1[N:10]=[C:9]([O:12][CH3:13])[CH:8]=[CH:7]2.[C:15]([O:19][CH2:20][CH2:21][CH2:22][CH3:23])(=[O:18])[CH:16]=[CH2:17].C1(C(N)C2CCCCC2)CCCCC1. (7) Given the product [Cl:13][C:7]1[CH:8]=[C:9]([Cl:12])[CH:10]=[CH:11][C:6]=1[NH:5][C:3](=[O:4])[CH2:2][N:29]([CH2:28][C:25]1[CH:26]=[CH:27][C:22]([O:21][CH2:20][C:19]([O:18][C:14]([CH3:15])([CH3:16])[CH3:17])=[O:37])=[C:23]([CH3:36])[CH:24]=1)[CH:30]1[CH2:35][CH2:34][CH2:33][CH2:32][CH2:31]1, predict the reactants needed to synthesize it. The reactants are: Br[CH2:2][C:3]([NH:5][C:6]1[CH:11]=[CH:10][C:9]([Cl:12])=[CH:8][C:7]=1[Cl:13])=[O:4].[C:14]([O:18][C:19](=[O:37])[CH2:20][O:21][C:22]1[CH:27]=[CH:26][C:25]([CH2:28][NH:29][CH:30]2[CH2:35][CH2:34][CH2:33][CH2:32][CH2:31]2)=[CH:24][C:23]=1[CH3:36])([CH3:17])([CH3:16])[CH3:15].C(=O)(O)[O-].[Na+]. (8) Given the product [Br:1][C:2]1[CH:3]=[C:4]([Cl:27])[C:5]([CH:8]2[CH2:13][C:12]([CH3:28])([S:14]([C:17]3[CH:22]=[CH:21][CH:20]=[C:19]([C:23]([F:24])([F:25])[F:26])[CH:18]=3)(=[O:16])=[O:15])[CH2:11][CH2:10][O:9]2)=[N:6][CH:7]=1, predict the reactants needed to synthesize it. The reactants are: [Br:1][C:2]1[CH:3]=[C:4]([Cl:27])[C:5]([CH:8]2[CH2:13][CH:12]([S:14]([C:17]3[CH:22]=[CH:21][CH:20]=[C:19]([C:23]([F:26])([F:25])[F:24])[CH:18]=3)(=[O:16])=[O:15])[CH2:11][CH2:10][O:9]2)=[N:6][CH:7]=1.[CH3:28]C([O-])(C)C.[K+].C1OCCOCCOCCOCCOCCOC1. (9) The reactants are: [CH:1]1([C@H:5]([NH:13][C:14]([C:16]2[C:25]3[C:20](=[C:21]([F:26])[CH:22]=[CH:23][CH:24]=3)[C:19](=[O:27])[N:18]([NH:28][CH2:29][CH2:30][CH3:31])[C:17]=2[CH2:32]Br)=[O:15])[C:6]2[CH:11]=[CH:10][CH:9]=[C:8]([F:12])[CH:7]=2)[CH2:4][CH2:3][CH2:2]1.[F-:34].[K+]. Given the product [CH:1]1([C@H:5]([NH:13][C:14]([C:16]2[C:25]3[C:20](=[C:21]([F:26])[CH:22]=[CH:23][CH:24]=3)[C:19](=[O:27])[N:18]([NH:28][CH2:29][CH2:30][CH3:31])[C:17]=2[CH2:32][F:34])=[O:15])[C:6]2[CH:11]=[CH:10][CH:9]=[C:8]([F:12])[CH:7]=2)[CH2:4][CH2:3][CH2:2]1, predict the reactants needed to synthesize it.